This data is from Forward reaction prediction with 1.9M reactions from USPTO patents (1976-2016). The task is: Predict the product of the given reaction. Given the reactants [CH3:1][C:2]1([CH3:24])[C:6]([CH3:8])([CH3:7])[O:5][B:4]([C:9]2[CH:14]=[CH:13][CH:12]=[C:11](B3OC(C)(C)C(C)(C)O3)[CH:10]=2)[O:3]1.Br[C:26]1[C:39]2[C:40]3=[C:41]4[C:36](=[CH:37][CH:38]=2)[CH:35]=[CH:34][CH:33]=[C:32]4[CH:31]=[CH:30][C:29]3=[CH:28][CH:27]=1.C([O-])([O-])=O.[Na+].[Na+].CCO, predict the reaction product. The product is: [CH3:24][C:2]1([CH3:1])[C:6]([CH3:8])([CH3:7])[O:5][B:4]([C:9]2[CH:14]=[CH:13][CH:12]=[C:11]([C:33]3[C:32]4[C:41]5=[C:40]6[C:29](=[CH:30][CH:31]=4)[CH:28]=[CH:27][CH:26]=[C:39]6[CH:38]=[CH:37][C:36]5=[CH:35][CH:34]=3)[CH:10]=2)[O:3]1.